This data is from Catalyst prediction with 721,799 reactions and 888 catalyst types from USPTO. The task is: Predict which catalyst facilitates the given reaction. Reactant: [Cl:1][C:2]1[CH:7]=[C:6]([Cl:8])[CH:5]=[CH:4][C:3]=1[CH2:9][NH:10][C:11]([C:13]1[C:14]([OH:31])=[N:15][C:16]([NH:19][C:20](=[O:30])[CH2:21][CH2:22][C:23]([O:25]C(C)(C)C)=[O:24])=[N:17][CH:18]=1)=[O:12].CCOCC. Product: [Cl:1][C:2]1[CH:7]=[C:6]([Cl:8])[CH:5]=[CH:4][C:3]=1[CH2:9][NH:10][C:11]([C:13]1[C:14]([OH:31])=[N:15][C:16]([NH:19][C:20](=[O:30])[CH2:21][CH2:22][C:23]([OH:25])=[O:24])=[N:17][CH:18]=1)=[O:12]. The catalyst class is: 55.